From a dataset of NCI-60 drug combinations with 297,098 pairs across 59 cell lines. Regression. Given two drug SMILES strings and cell line genomic features, predict the synergy score measuring deviation from expected non-interaction effect. (1) Drug 1: CCC1=CC2CC(C3=C(CN(C2)C1)C4=CC=CC=C4N3)(C5=C(C=C6C(=C5)C78CCN9C7C(C=CC9)(C(C(C8N6C)(C(=O)OC)O)OC(=O)C)CC)OC)C(=O)OC.C(C(C(=O)O)O)(C(=O)O)O. Drug 2: CC1CCC2CC(C(=CC=CC=CC(CC(C(=O)C(C(C(=CC(C(=O)CC(OC(=O)C3CCCCN3C(=O)C(=O)C1(O2)O)C(C)CC4CCC(C(C4)OC)OCCO)C)C)O)OC)C)C)C)OC. Cell line: HOP-62. Synergy scores: CSS=14.8, Synergy_ZIP=-6.86, Synergy_Bliss=-3.42, Synergy_Loewe=-1.73, Synergy_HSA=0.0642. (2) Drug 1: CN1CCC(CC1)COC2=C(C=C3C(=C2)N=CN=C3NC4=C(C=C(C=C4)Br)F)OC. Drug 2: CC1=C2C(C(=O)C3(C(CC4C(C3C(C(C2(C)C)(CC1OC(=O)C(C(C5=CC=CC=C5)NC(=O)OC(C)(C)C)O)O)OC(=O)C6=CC=CC=C6)(CO4)OC(=O)C)OC)C)OC. Cell line: CCRF-CEM. Synergy scores: CSS=55.5, Synergy_ZIP=8.88, Synergy_Bliss=12.1, Synergy_Loewe=-21.3, Synergy_HSA=11.9. (3) Drug 1: C1=CC(=CC=C1CC(C(=O)O)N)N(CCCl)CCCl.Cl. Drug 2: CN(CC1=CN=C2C(=N1)C(=NC(=N2)N)N)C3=CC=C(C=C3)C(=O)NC(CCC(=O)O)C(=O)O. Cell line: SK-MEL-28. Synergy scores: CSS=-2.36, Synergy_ZIP=-0.521, Synergy_Bliss=0.519, Synergy_Loewe=-5.76, Synergy_HSA=-3.85.